Dataset: Reaction yield outcomes from USPTO patents with 853,638 reactions. Task: Predict the reaction yield, written as a fraction of the theoretical maximum amount of product (1.0 means a 100% yield; for example, 0.34 means a 34% yield). (1) The reactants are Cl[C:2]1[C:7]([N+:8]([O-:10])=[O:9])=[CH:6][CH:5]=[CH:4][C:3]=1[N+:11]([O-:13])=[O:12].P(C(C)(C)C)(C(C)(C)C)C(C)(C)C.[C:27]([Si:29]([CH:36]([CH3:38])[CH3:37])([CH:33]([CH3:35])[CH3:34])[CH:30]([CH3:32])[CH3:31])#[CH:28]. The catalyst is CCOC(C)=O.[Cu]I.CC#N.CC#N.Cl[Pd]Cl. The product is [N+:11]([C:3]1[CH:4]=[CH:5][CH:6]=[C:7]([N+:8]([O-:10])=[O:9])[C:2]=1[C:28]#[C:27][Si:29]([CH:30]([CH3:32])[CH3:31])([CH:36]([CH3:38])[CH3:37])[CH:33]([CH3:35])[CH3:34])([O-:13])=[O:12]. The yield is 0.360. (2) The reactants are [CH3:1][C:2]1([CH3:13])[CH2:7][C:6]([CH3:9])([CH3:8])[CH2:5][C:4](=[CH:10][CH2:11]O)[CH2:3]1.[Cl:14][C:15]([Cl:19])([Cl:18])[C:16]#[N:17].C([O:22]CC)C. No catalyst specified. The product is [Cl:14][C:15]([Cl:19])([Cl:18])[C:16]([NH:17][C:4]1([CH:10]=[CH2:11])[CH2:3][C:2]([CH3:13])([CH3:1])[CH2:7][C:6]([CH3:9])([CH3:8])[CH2:5]1)=[O:22]. The yield is 0.660.